This data is from Full USPTO retrosynthesis dataset with 1.9M reactions from patents (1976-2016). The task is: Predict the reactants needed to synthesize the given product. Given the product [N+:11]([CH:10]([S:7]([C:2]1[CH:1]=[CH:6][C:5]([CH3:20])=[CH:4][CH:3]=1)(=[O:8])=[O:9])[CH:17]([CH3:19])[CH3:18])#[C-:12], predict the reactants needed to synthesize it. The reactants are: [C:1]1(C)[C:2]([S:7]([CH2:10][N+:11]#[C-:12])(=[O:9])=[O:8])=[CH:3][CH:4]=[CH:5][CH:6]=1.[H-].[Na+].Br[C:17]([CH3:19])=[CH2:18].[CH3:20]S(C)=O.